This data is from Peptide-MHC class II binding affinity with 134,281 pairs from IEDB. The task is: Regression. Given a peptide amino acid sequence and an MHC pseudo amino acid sequence, predict their binding affinity value. This is MHC class II binding data. (1) The peptide sequence is TVIALFLAHAIGTSI. The MHC is DRB1_0701 with pseudo-sequence DRB1_0701. The binding affinity (normalized) is 0.944. (2) The peptide sequence is SGLVWGQKYFKGNFQ. The MHC is DRB1_1001 with pseudo-sequence DRB1_1001. The binding affinity (normalized) is 0.381. (3) The peptide sequence is ARTDLLAFTAFPKKI. The MHC is HLA-DQA10101-DQB10501 with pseudo-sequence HLA-DQA10101-DQB10501. The binding affinity (normalized) is 0.242.